Dataset: Catalyst prediction with 721,799 reactions and 888 catalyst types from USPTO. Task: Predict which catalyst facilitates the given reaction. Reactant: C[O:2][C:3]([C:5]1[CH:10]=[CH:9][CH:8]=[CH:7][C:6]=1[S:11][CH2:12][C@@H:13]1[NH:18][CH2:17][C@@H:16]([C:19]([O:21][CH3:22])=[O:20])[CH2:15][CH2:14]1)=O.C[Al](C)C.Cl. Product: [O:2]=[C:3]1[C:5]2[CH:10]=[CH:9][CH:8]=[CH:7][C:6]=2[S:11][CH2:12][C@@H:13]2[CH2:14][CH2:15][C@H:16]([C:19]([O:21][CH3:22])=[O:20])[CH2:17][N:18]12. The catalyst class is: 2.